This data is from Forward reaction prediction with 1.9M reactions from USPTO patents (1976-2016). The task is: Predict the product of the given reaction. (1) Given the reactants C[O:2][C:3]([CH:5]1[CH2:9][N:8]([C:10]([O:12][CH2:13][C:14]2[CH:19]=[CH:18][CH:17]=[CH:16][CH:15]=2)=[O:11])[CH:7]2[CH2:20][CH2:21][N:22]([C:23]([O:25][C:26]([CH3:29])([CH3:28])[CH3:27])=[O:24])[CH:6]12)=[O:4].[OH-].[Na+], predict the reaction product. The product is: [C:26]([O:25][C:23]([N:22]1[CH:6]2[CH:7]([N:8]([C:10]([O:12][CH2:13][C:14]3[CH:19]=[CH:18][CH:17]=[CH:16][CH:15]=3)=[O:11])[CH2:9][CH:5]2[C:3]([OH:4])=[O:2])[CH2:20][CH2:21]1)=[O:24])([CH3:29])([CH3:27])[CH3:28]. (2) Given the reactants C([N:4]1[CH:8]=[CH:7][N:6]=[C:5]1[C:9]1[S:13][C:12]([C:14]2[C:15]3[N:22]=[C:21]([NH:23][C:24]([CH3:27])([CH3:26])[CH3:25])[S:20][C:16]=3[N:17]=[CH:18][N:19]=2)=[CH:11][C:10]=1[C:28]1[CH:33]=[CH:32][C:31]([Cl:34])=[CH:30][C:29]=1[Cl:35])C=C.C(O)(=O)C.C1([SiH3])C=CC=CC=1.O, predict the reaction product. The product is: [C:24]([NH:23][C:21]1[S:20][C:16]2[N:17]=[CH:18][N:19]=[C:14]([C:12]3[S:13][C:9]([C:5]4[NH:6][CH:7]=[CH:8][N:4]=4)=[C:10]([C:28]4[CH:33]=[CH:32][C:31]([Cl:34])=[CH:30][C:29]=4[Cl:35])[CH:11]=3)[C:15]=2[N:22]=1)([CH3:27])([CH3:25])[CH3:26]. (3) The product is: [CH3:8][O:9][C:10]([C:12]1[S:13][C:14]([S:31][CH3:32])=[C:15]([S:17]([C:20]2[CH:25]=[C:24]([N+:26]([O-:28])=[O:27])[C:23]([NH:1][C:2]3[CH:7]=[CH:6][CH:5]=[CH:4][CH:3]=3)=[C:22]([Br:30])[CH:21]=2)(=[O:19])=[O:18])[CH:16]=1)=[O:11]. Given the reactants [NH2:1][C:2]1[CH:7]=[CH:6][CH:5]=[CH:4][CH:3]=1.[CH3:8][O:9][C:10]([C:12]1[S:13][C:14]([S:31][CH3:32])=[C:15]([S:17]([C:20]2[CH:25]=[C:24]([N+:26]([O-:28])=[O:27])[C:23](Cl)=[C:22]([Br:30])[CH:21]=2)(=[O:19])=[O:18])[CH:16]=1)=[O:11].C([O-])(=O)C.[Na+], predict the reaction product. (4) The product is: [N:10]1[CH:9]=[CH:8][CH:14]=[CH:13][C:12]=1[CH2:16][NH:19][CH2:18][C:3]1[CH:2]=[CH:11][C:6]([CH2:7][NH:1][C:2]2[CH:3]=[CH:4][CH:5]=[C:6]3[C:11]=2[NH:10][CH2:9][CH2:8][CH2:7]3)=[CH:5][CH:4]=1. Given the reactants [NH2:1][C:2]1[CH:3]=[CH:4][CH:5]=[C:6]2[C:11]=1[NH:10][CH2:9][CH2:8][CH2:7]2.[CH2:12]1[CH2:16]O[CH2:14][CH2:13]1.[BH3-][C:18]#[N:19].[Na+], predict the reaction product. (5) Given the reactants C[O-].[Na+].C[O:5][C:6](=O)[C:7]1[CH:12]=[C:11]([O:13][Si:14]([C:17]([CH3:20])([CH3:19])[CH3:18])([CH3:16])[CH3:15])[CH:10]=[CH:9][C:8]=1[NH:21][C:22](=[O:27])[CH2:23][C:24](=[O:26])[CH3:25], predict the reaction product. The product is: [C:24]([C:23]1[C:22](=[O:27])[NH:21][C:8]2[C:7]([C:6]=1[OH:5])=[CH:12][C:11]([O:13][Si:14]([C:17]([CH3:18])([CH3:19])[CH3:20])([CH3:15])[CH3:16])=[CH:10][CH:9]=2)(=[O:26])[CH3:25]. (6) Given the reactants [Cl:1][C:2]1[CH:7]=[CH:6][CH:5]=[C:4]([F:8])[C:3]=1[NH:9][C:10]1[N:14]([CH3:15])[C:13]2[C:16]3[CH2:17][C:18]([CH3:28])([CH3:27])[O:19][C:20]=3[C:21]([C:23]([O:25]C)=O)=[CH:22][C:12]=2[N:11]=1.[NH2:29][C:30]1[CH:31]=[CH:32][C:33]([C:36]([F:39])([F:38])[F:37])=[N:34][CH:35]=1.C[Al](C)C, predict the reaction product. The product is: [Cl:1][C:2]1[CH:7]=[CH:6][CH:5]=[C:4]([F:8])[C:3]=1[NH:9][C:10]1[N:14]([CH3:15])[C:13]2[C:16]3[CH2:17][C:18]([CH3:27])([CH3:28])[O:19][C:20]=3[C:21]([C:23]([NH:29][C:30]3[CH:35]=[N:34][C:33]([C:36]([F:39])([F:37])[F:38])=[CH:32][CH:31]=3)=[O:25])=[CH:22][C:12]=2[N:11]=1. (7) Given the reactants [NH2-].[Li+].Br[C:4]1[C:5]([C:14]([F:17])([F:16])[F:15])=[CH:6][C:7]([NH:10][C:11](=[O:13])[CH3:12])=[N:8][CH:9]=1.[Li]CCCC.C([O:26][B:27](OC(C)C)[O:28]C(C)C)(C)C.Cl.C(OC(=O)C)(C)C.[OH-].[Na+], predict the reaction product. The product is: [C:11]([NH:10][C:7]1[N:8]=[CH:9][C:4]([B:27]([OH:28])[OH:26])=[C:5]([C:14]([F:17])([F:16])[F:15])[CH:6]=1)(=[O:13])[CH3:12]. (8) Given the reactants [Cl:1][C:2]1[CH:3]=[CH:4][C:5]([O:16][CH3:17])=[C:6]([C:8]2[CH2:12][CH2:11][CH2:10][C:9]=2B(O)O)[CH:7]=1.Cl[C:19]1[CH:20]=[C:21]([C:27]([O:29][CH3:30])=[O:28])[C:22]([CH2:25][CH3:26])=[N:23][CH:24]=1.[F-].[K+].C(P(C1C=CC=CC=1C1C=CC=CC=1)C(C)(C)C)(C)(C)C, predict the reaction product. The product is: [Cl:1][C:2]1[CH:3]=[CH:4][C:5]([O:16][CH3:17])=[C:6]([C:8]2[CH2:12][CH2:11][CH2:10][C:9]=2[C:19]2[CH:20]=[C:21]([C:27]([O:29][CH3:30])=[O:28])[C:22]([CH2:25][CH3:26])=[N:23][CH:24]=2)[CH:7]=1. (9) Given the reactants [Cl:1][C:2]1[CH:7]=[CH:6][CH:5]=[CH:4][C:3]=1[C:8]1[C:13]2[O:14][CH:15]([CH2:25]OS(C3C=CC(C)=CC=3)(=O)=O)[CH2:16][N:17]([C:18]([O:20][C:21]([CH3:24])([CH3:23])[CH3:22])=[O:19])[C:12]=2[CH:11]=[CH:10][CH:9]=1.[N-:37]=[N+:38]=[N-:39].[Na+], predict the reaction product. The product is: [C:21]([O:20][C:18]([N:17]1[CH2:16][CH:15]([CH2:25][N:37]=[N+:38]=[N-:39])[O:14][C:13]2[C:8]([C:3]3[CH:4]=[CH:5][CH:6]=[CH:7][C:2]=3[Cl:1])=[CH:9][CH:10]=[CH:11][C:12]1=2)=[O:19])([CH3:24])([CH3:23])[CH3:22]. (10) The product is: [NH2:84][C@H:85]([C:86]([NH:28][C@H:29]1[CH2:30][CH2:31][C@H:32]([NH:35][C:36]2[CH:37]=[C:38]([NH:55][CH:65]3[CH2:67][CH2:66]3)[C:39]3[N:40]([C:42]([C:45]([NH:47][C:48]4[CH:53]=[CH:52][N:51]=[CH:50][C:49]=4[F:54])=[O:46])=[CH:43][N:44]=3)[N:41]=2)[CH2:33][CH2:34]1)=[O:87])[CH3:89]. Given the reactants F[P-](F)(F)(F)(F)F.N1(O[P+](N(C)C)(N(C)C)N(C)C)C2C=CC=CC=2N=N1.[NH2:28][C@H:29]1[CH2:34][CH2:33][C@H:32]([NH:35][C:36]2[CH:37]=[C:38]([N:55]([CH:65]3[CH2:67][CH2:66]3)CC3C=CC(OC)=CC=3)[C:39]3[N:40]([C:42]([C:45]([NH:47][C:48]4[CH:53]=[CH:52][N:51]=[CH:50][C:49]=4[F:54])=[O:46])=[CH:43][N:44]=3)[N:41]=2)[CH2:31][CH2:30]1.CCN(C(C)C)C(C)C.C(OC([NH:84][C@@H:85]([CH3:89])[C:86](O)=[O:87])=O)(C)(C)C.C(O)(C(F)(F)F)=O, predict the reaction product.